From a dataset of Forward reaction prediction with 1.9M reactions from USPTO patents (1976-2016). Predict the product of the given reaction. (1) Given the reactants [C:1]([O:5][C:6](=[O:26])[NH:7][C@H:8]1[CH2:13][CH2:12][C@@H:11]([CH2:14][NH:15][C:16]([O:18]CC2C=CC=CC=2)=O)[CH2:10][CH2:9]1)([CH3:4])([CH3:3])[CH3:2].CCN(CC)CC.[F:34][C:35]1[CH:36]=[C:37]([CH:41]=[CH:42][C:43]=1[F:44])C(Cl)=O.C([O-])(O)=O.[Na+], predict the reaction product. The product is: [C:1]([O:5][C:6](=[O:26])[NH:7][C@H:8]1[CH2:9][CH2:10][C@@H:11]([CH2:14][NH:15][C:16](=[O:18])[C:41]2[CH:37]=[CH:36][C:35]([F:34])=[C:43]([F:44])[CH:42]=2)[CH2:12][CH2:13]1)([CH3:2])([CH3:3])[CH3:4]. (2) Given the reactants [CH:1]1([O:5][C:6]2[CH:14]=[CH:13][C:12]([S:15]([CH3:18])(=[O:17])=[O:16])=[CH:11][C:7]=2[C:8]([OH:10])=O)[CH2:4][CH2:3][CH2:2]1.[N:19]1([C:25]2[S:26][C:27]([C:30]#[N:31])=[CH:28][N:29]=2)[CH2:24][CH2:23][NH:22][CH2:21][CH2:20]1, predict the reaction product. The product is: [CH:1]1([O:5][C:6]2[CH:14]=[CH:13][C:12]([S:15]([CH3:18])(=[O:17])=[O:16])=[CH:11][C:7]=2[C:8]([N:22]2[CH2:23][CH2:24][N:19]([C:25]3[S:26][C:27]([C:30]#[N:31])=[CH:28][N:29]=3)[CH2:20][CH2:21]2)=[O:10])[CH2:2][CH2:3][CH2:4]1. (3) Given the reactants FC(F)(F)S(O[C:7]1[CH:12]=[CH:11][C:10]([S:13][CH:14]2[CH2:20][CH:19]3[N:21]([CH3:22])[CH:16]([CH2:17][CH2:18]3)[CH2:15]2)=[C:9]([Cl:23])[CH:8]=1)(=O)=O.[Cl-].[Li+].C1([As](C2C=CC=CC=2)C2C=CC=CC=2)C=CC=CC=1.C([Sn](CCCC)(CCCC)[C:52]1[CH:53]=[N:54][CH:55]=[CH:56][CH:57]=1)CCC.[OH-].[Na+], predict the reaction product. The product is: [Cl:23][C:9]1[CH:8]=[C:7]([C:52]2[CH:53]=[N:54][CH:55]=[CH:56][CH:57]=2)[CH:12]=[CH:11][C:10]=1[S:13][CH:14]1[CH2:20][CH:19]2[N:21]([CH3:22])[CH:16]([CH2:17][CH2:18]2)[CH2:15]1. (4) The product is: [Cl:1][C:2]1[CH:10]=[CH:9][C:8]2[N:7](/[CH:33]=[C:34](\[C:36]3[CH:41]=[CH:40][C:39]([F:42])=[CH:38][C:37]=3[F:43])/[CH3:35])[C:6]3[CH2:11][CH2:12][N:13]([CH3:15])[CH2:14][C:5]=3[C:4]=2[CH:3]=1. Given the reactants [Cl:1][C:2]1[CH:10]=[CH:9][C:8]2[NH:7][C:6]3[CH2:11][CH2:12][N:13]([CH3:15])[CH2:14][C:5]=3[C:4]=2[CH:3]=1.N1CCC[C@H]1C(O)=O.P([O-])([O-])([O-])=O.[K+].[K+].[K+].Br[CH:33]=[C:34]([C:36]1[CH:41]=[CH:40][C:39]([F:42])=[CH:38][C:37]=1[F:43])[CH3:35], predict the reaction product. (5) Given the reactants [CH2:1]([Zn]CC)C.[CH:6]1([CH2:11][CH:12]([C:17]2[CH:22]=[CH:21][C:20]([S:23]([CH3:26])(=[O:25])=[O:24])=[CH:19][CH:18]=2)[C:13]([O:15]C)=[O:14])[CH2:10][CH:9]=[CH:8][CH2:7]1.ICI.[Cl-].[NH4+], predict the reaction product. The product is: [CH:8]12[CH2:1][CH:9]1[CH2:10][CH:6]([CH2:11][CH:12]([C:17]1[CH:22]=[CH:21][C:20]([S:23]([CH3:26])(=[O:25])=[O:24])=[CH:19][CH:18]=1)[C:13]([OH:15])=[O:14])[CH2:7]2. (6) Given the reactants Br[C:2]1[CH:3]=[C:4]([C:16]#[N:17])[CH:5]=[C:6]2[C:10]=1[N:9]([CH3:11])[C:8]([C:12]([NH2:14])=[O:13])=[C:7]2[CH3:15].[F:18][C:19]1[CH:20]=[C:21](B(O)O)[CH:22]=[CH:23][C:24]=1[F:25], predict the reaction product. The product is: [C:16]([C:4]1[CH:5]=[C:6]2[C:10](=[C:2]([C:22]3[CH:21]=[CH:20][C:19]([F:18])=[C:24]([F:25])[CH:23]=3)[CH:3]=1)[N:9]([CH3:11])[C:8]([C:12]([NH2:14])=[O:13])=[C:7]2[CH3:15])#[N:17]. (7) The product is: [OH:16][C@@H:15]([CH2:17][NH:32][CH:29]([CH3:31])[CH3:30])[CH2:14][O:13][C:12]1[CH:11]=[C:10]2[C:5]([C:6]([O:18][C:19]3[CH:20]=[C:21]4[C:25](=[CH:26][CH:27]=3)[NH:24][C:23]([CH3:28])=[CH:22]4)=[N:7][CH:8]=[N:9]2)=[CH:4][C:3]=1[O:2][CH3:1]. Given the reactants [CH3:1][O:2][C:3]1[CH:4]=[C:5]2[C:10](=[CH:11][C:12]=1[O:13][CH2:14][C@@H:15]1[CH2:17][O:16]1)[N:9]=[CH:8][N:7]=[C:6]2[O:18][C:19]1[CH:20]=[C:21]2[C:25](=[CH:26][CH:27]=1)[NH:24][C:23]([CH3:28])=[CH:22]2.[CH:29]([NH2:32])([CH3:31])[CH3:30], predict the reaction product. (8) Given the reactants [O:1]=[C:2]1[N:6]([C@@H:7]([C:9]2[CH:14]=[CH:13][CH:12]=[CH:11][CH:10]=2)[CH3:8])[C:5](=[O:15])[CH:4]([C:16]([O:18][CH2:19][CH3:20])=[O:17])[O:3]1.[H-].[Na+].[Cl:23][C:24]1[CH:25]=[C:26]([CH:29]=[CH:30][CH:31]=1)[CH2:27]Br, predict the reaction product. The product is: [Cl:23][C:24]1[CH:25]=[C:26]([CH:29]=[CH:30][CH:31]=1)[CH2:27][C:4]1([C:16]([O:18][CH2:19][CH3:20])=[O:17])[O:3][C:2](=[O:1])[N:6]([C@@H:7]([C:9]2[CH:14]=[CH:13][CH:12]=[CH:11][CH:10]=2)[CH3:8])[C:5]1=[O:15]. (9) Given the reactants C(OC([N:8]1[CH2:13][CH2:12][N:11]([C:14]([O:16][CH2:17][C:18]2[CH:23]=[CH:22][CH:21]=[CH:20][CH:19]=2)=[O:15])[C@H:10]([CH3:24])[CH2:9]1)=O)(C)(C)C.C(O)(C(F)(F)F)=O, predict the reaction product. The product is: [CH2:17]([O:16][C:14]([N:11]1[CH2:12][CH2:13][NH:8][CH2:9][C@H:10]1[CH3:24])=[O:15])[C:18]1[CH:19]=[CH:20][CH:21]=[CH:22][CH:23]=1. (10) Given the reactants [F:1][C:2]([F:27])([F:26])[C:3]1[CH:4]=[C:5]([C:13]2[CH2:18][CH2:17][N:16](C(OC(C)(C)C)=O)[CH2:15][CH:14]=2)[CH:6]=[C:7]([C:9]([F:12])([F:11])[F:10])[CH:8]=1.[ClH:28], predict the reaction product. The product is: [ClH:28].[F:27][C:2]([F:1])([F:26])[C:3]1[CH:4]=[C:5]([C:13]2[CH2:18][CH2:17][NH:16][CH2:15][CH:14]=2)[CH:6]=[C:7]([C:9]([F:11])([F:12])[F:10])[CH:8]=1.